Dataset: Peptide-MHC class II binding affinity with 134,281 pairs from IEDB. Task: Regression. Given a peptide amino acid sequence and an MHC pseudo amino acid sequence, predict their binding affinity value. This is MHC class II binding data. (1) The MHC is DRB3_0301 with pseudo-sequence DRB3_0301. The peptide sequence is WCPDSMEYNCPNLSP. The binding affinity (normalized) is 0.602. (2) The peptide sequence is EGGVWTFDSEEPLQGPFNFR. The MHC is DRB3_0101 with pseudo-sequence DRB3_0101. The binding affinity (normalized) is 0.851. (3) The peptide sequence is EAIIRILQQLLFIHF. The MHC is DRB1_0101 with pseudo-sequence DRB1_0101. The binding affinity (normalized) is 0.344. (4) The peptide sequence is TSALIWMASPPEVHS. The MHC is DRB1_1501 with pseudo-sequence DRB1_1501. The binding affinity (normalized) is 0.454. (5) The peptide sequence is DLQMVIAGAKSKFPR. The MHC is HLA-DPA10201-DPB10101 with pseudo-sequence HLA-DPA10201-DPB10101. The binding affinity (normalized) is 0.327. (6) The peptide sequence is HTNVCFWYIPPSLRTLEDNE. The MHC is DRB1_0401 with pseudo-sequence DRB1_0401. The binding affinity (normalized) is 0. (7) The peptide sequence is LYKYKVVKIEPLGVAPTKAK. The MHC is DRB1_0101 with pseudo-sequence DRB1_0101. The binding affinity (normalized) is 1.00.